Dataset: Full USPTO retrosynthesis dataset with 1.9M reactions from patents (1976-2016). Task: Predict the reactants needed to synthesize the given product. (1) Given the product [F:1][C:2]1[CH:3]=[CH:4][C:5]([O:6][CH2:7][CH2:8][C:9]2[CH:28]=[CH:27][C:12]([CH2:13][N:14]3[CH2:15][CH2:16][NH:17][CH2:18][CH2:19]3)=[CH:11][CH:10]=2)=[CH:29][CH:30]=1, predict the reactants needed to synthesize it. The reactants are: [F:1][C:2]1[CH:30]=[CH:29][C:5]([O:6][CH2:7][CH2:8][C:9]2[CH:28]=[CH:27][C:12]([CH2:13][N:14]3[CH2:19][CH2:18][N:17](C(OC(C)(C)C)=O)[CH2:16][CH2:15]3)=[CH:11][CH:10]=2)=[CH:4][CH:3]=1.Cl. (2) Given the product [Cl:11][C:12]1[CH:17]=[CH:16][C:15]([S:18][CH:8]([CH2:7][C:1]2[CH:6]=[CH:5][CH:4]=[CH:3][CH:2]=2)[CH:9]=[O:10])=[CH:14][CH:13]=1, predict the reactants needed to synthesize it. The reactants are: [C:1]1([C:7]#[C:8][CH2:9][OH:10])[CH:6]=[CH:5][CH:4]=[CH:3][CH:2]=1.[Cl:11][C:12]1[CH:17]=[CH:16][C:15]([SH:18])=[CH:14][CH:13]=1.C1(CC(SC2C=CC=CC=2)C(=O)C)C=CC=CC=1. (3) The reactants are: C([O:3]/[CH:4]=[CH:5]\[C:6]1[CH:11]=[CH:10][N:9]2[C:12]([C:15]([NH:17][C:18]3[CH:26]=[CH:25][CH:24]=[C:23]4[C:19]=3[C:20]([CH2:35][CH3:36])=[N:21][N:22]4[CH2:27][C:28]3[CH:33]=[CH:32][CH:31]=[C:30]([CH3:34])[N:29]=3)=[O:16])=[CH:13][N:14]=[C:8]2[CH:7]=1)C.C(=O)(O)[O-].[Na+]. Given the product [CH2:35]([C:20]1[C:19]2[C:23](=[CH:24][CH:25]=[CH:26][C:18]=2[NH:17][C:15]([C:12]2[N:9]3[CH:10]=[CH:11][C:6]([CH2:5][CH:4]=[O:3])=[CH:7][C:8]3=[N:14][CH:13]=2)=[O:16])[N:22]([CH2:27][C:28]2[CH:33]=[CH:32][CH:31]=[C:30]([CH3:34])[N:29]=2)[N:21]=1)[CH3:36], predict the reactants needed to synthesize it. (4) Given the product [CH3:18][C:13]1([CH3:19])[C:14]([CH3:17])([CH3:16])[O:15][B:11]([C:2]2[CH:3]=[C:4]([F:10])[C:5]([F:9])=[C:6]([F:8])[CH:7]=2)[O:12]1, predict the reactants needed to synthesize it. The reactants are: Br[C:2]1[CH:3]=[C:4]([F:10])[C:5]([F:9])=[C:6]([F:8])[CH:7]=1.[B:11]1([B:11]2[O:15][C:14]([CH3:17])([CH3:16])[C:13]([CH3:19])([CH3:18])[O:12]2)[O:15][C:14]([CH3:17])([CH3:16])[C:13]([CH3:19])([CH3:18])[O:12]1.C([O-])(=O)C.[K+]. (5) Given the product [CH3:22][O:24][C:6]1[CH:5]=[CH:4][C:3]2[C:19]3[CH2:20][N:15]([C:10]([O:12][CH2:13][CH3:14])=[O:11])[CH2:16][CH2:17][C:18]=3[NH:8][C:2]=2[CH:7]=1, predict the reactants needed to synthesize it. The reactants are: Cl.[C:2]1([NH:8]N)[CH:7]=[CH:6][CH:5]=[CH:4][CH:3]=1.[C:10]([N:15]1[CH2:20][CH2:19][C:18](=O)[CH2:17][CH2:16]1)([O:12][CH2:13][CH3:14])=[O:11].[CH2:22]([OH:24])C.